Task: Predict the reaction yield, written as a fraction of the theoretical maximum amount of product (1.0 means a 100% yield; for example, 0.34 means a 34% yield).. Dataset: Reaction yield outcomes from USPTO patents with 853,638 reactions (1) The reactants are N#N.[C:3]([O:7][C:8]([C:10]1([S:23]([C:26]2[CH:31]=[CH:30][C:29](B3OC(C)(C)C(C)(C)O3)=[CH:28][CH:27]=2)(=[O:25])=[O:24])[CH2:15][CH2:14][N:13]([CH2:16][C:17]2[CH:22]=[CH:21][CH:20]=[CH:19][CH:18]=2)[CH2:12][CH2:11]1)=[O:9])([CH3:6])([CH3:5])[CH3:4].C1(N2CCC(S(C3C=CC([C:66]4[CH:71]=[CH:70][C:69]([O:72][C:73]([F:78])([F:77])[CH:74]([F:76])[F:75])=[CH:68][CH:67]=4)=CC=3)(=O)=O)(C(OC(C)(C)C)=O)CC2)CC1.C([O-])([O-])=O.[Na+].[Na+]. The catalyst is O.C(OCC)(=O)C.C1C=CC(P(C2C=CC=CC=2)[C-]2C=CC=C2)=CC=1.C1C=CC(P(C2C=CC=CC=2)[C-]2C=CC=C2)=CC=1.Cl[Pd]Cl.[Fe+2].C(O)C.C1(C)C=CC=CC=1.O. The product is [CH2:16]([N:13]1[CH2:14][CH2:15][C:10]([S:23]([C:26]2[CH:31]=[CH:30][C:29]([C:66]3[CH:67]=[CH:68][C:69]([O:72][C:73]([F:77])([F:78])[CH:74]([F:76])[F:75])=[CH:70][CH:71]=3)=[CH:28][CH:27]=2)(=[O:25])=[O:24])([C:8]([O:7][C:3]([CH3:5])([CH3:4])[CH3:6])=[O:9])[CH2:11][CH2:12]1)[C:17]1[CH:22]=[CH:21][CH:20]=[CH:19][CH:18]=1. The yield is 0.460. (2) The reactants are [CH2:1]([O:8][C:9]1[N:14]=[C:13]([CH3:15])[C:12]([NH:16][C:17]2[CH:22]=[C:21]([O:23][CH3:24])[CH:20]=[CH:19][C:18]=2Cl)=[CH:11][CH:10]=1)[C:2]1[CH:7]=[CH:6][CH:5]=[CH:4][CH:3]=1.F[B-](F)(F)F.C([PH+](C(C)(C)C)C(C)(C)C)(C)(C)C.C(=O)([O-])[O-].[K+].[K+]. The catalyst is C([O-])(=O)C.[Pd+2].C([O-])(=O)C.CN(C)C(=O)C. The product is [CH2:1]([O:8][C:9]1[N:14]=[C:13]([CH3:15])[C:12]2[NH:16][C:17]3[C:18]([C:11]=2[CH:10]=1)=[CH:19][CH:20]=[C:21]([O:23][CH3:24])[CH:22]=3)[C:2]1[CH:7]=[CH:6][CH:5]=[CH:4][CH:3]=1. The yield is 0.750. (3) The reactants are Br[C:2]1[C:10]2[S:9][C:8]([NH:11][C:12]([NH:14][CH2:15][CH3:16])=[O:13])=[N:7][C:6]=2[CH:5]=[C:4]([C:17]2[CH:18]=[N:19][CH:20]=[CH:21][CH:22]=2)[CH:3]=1.[CH3:23][N:24]([CH3:44])[C:25]1[CH:30]=[CH:29][CH:28]=[C:27]([Sn](CCCC)(CCCC)CCCC)[N:26]=1. The catalyst is CN(C=O)C.Cl[Pd](Cl)([P](C1C=CC=CC=1)(C1C=CC=CC=1)C1C=CC=CC=1)[P](C1C=CC=CC=1)(C1C=CC=CC=1)C1C=CC=CC=1. The product is [CH3:23][N:24]([CH3:44])[C:25]1[N:26]=[C:27]([C:2]2[C:10]3[S:9][C:8]([NH:11][C:12]([NH:14][CH2:15][CH3:16])=[O:13])=[N:7][C:6]=3[CH:5]=[C:4]([C:17]3[CH:18]=[N:19][CH:20]=[CH:21][CH:22]=3)[CH:3]=2)[CH:28]=[CH:29][CH:30]=1. The yield is 0.0500. (4) The reactants are [F:1][C:2]1[CH:7]=[CH:6][C:5]([C:8]2[C:13]([C:14]([O:16][CH3:17])=[O:15])=[C:12]([CH:18]([CH3:20])[CH3:19])[N:11]=[C:10](O)[N:9]=2)=[CH:4][CH:3]=1.P(Cl)(Cl)([Cl:24])=O.C(=O)([O-])O.[Na+]. No catalyst specified. The product is [Cl:24][C:10]1[N:9]=[C:8]([C:5]2[CH:6]=[CH:7][C:2]([F:1])=[CH:3][CH:4]=2)[C:13]([C:14]([O:16][CH3:17])=[O:15])=[C:12]([CH:18]([CH3:20])[CH3:19])[N:11]=1. The yield is 0.970.